From a dataset of Reaction yield outcomes from USPTO patents with 853,638 reactions. Predict the reaction yield, written as a fraction of the theoretical maximum amount of product (1.0 means a 100% yield; for example, 0.34 means a 34% yield). (1) The yield is 0.810. The catalyst is O. The product is [Br:1][C:2]1[CH:10]=[CH:9][CH:8]=[C:7]2[C:3]=1[C:4]([C:12]1[C:17]([OH:18])=[CH:16][CH:15]=[C:14]([O:19][CH3:20])[N:13]=1)([CH2:29][OH:25])[C:5](=[O:11])[N:6]2[CH2:21][OH:22]. The reactants are [Br:1][C:2]1[CH:10]=[CH:9][CH:8]=[C:7]2[C:3]=1[CH:4]([C:12]1[C:17]([OH:18])=[CH:16][CH:15]=[C:14]([O:19][CH3:20])[N:13]=1)[C:5](=[O:11])[NH:6]2.[CH2:21]=[O:22].[OH-].[Na+].[O:25]1[CH2:29]CCC1. (2) The reactants are [CH3:1][N:2]1[CH:6]=[CH:5][CH:4]=[C:3]1[C:7]([OH:9])=O.CN(C)C=O.C(Cl)(=O)C(Cl)=O.[NH2:21][C:22]1[CH:23]=[C:24]([CH:41]=[CH:42][CH:43]=1)[O:25][C:26]1[CH:27]=[CH:28][C:29]2[N:30]([CH:32]=[C:33]([NH:35][C:36]([CH:38]3[CH2:40][CH2:39]3)=[O:37])[N:34]=2)[N:31]=1. The catalyst is CN(C)C(=O)C.O1CCCC1. The product is [CH:38]1([C:36]([NH:35][C:33]2[N:34]=[C:29]3[CH:28]=[CH:27][C:26]([O:25][C:24]4[CH:23]=[C:22]([NH:21][C:7]([C:3]5[N:2]([CH3:1])[CH:6]=[CH:5][CH:4]=5)=[O:9])[CH:43]=[CH:42][CH:41]=4)=[N:31][N:30]3[CH:32]=2)=[O:37])[CH2:39][CH2:40]1. The yield is 0.490.